Dataset: Full USPTO retrosynthesis dataset with 1.9M reactions from patents (1976-2016). Task: Predict the reactants needed to synthesize the given product. (1) Given the product [OH:31][NH:30][C:23](=[O:24])[C@H:22]([OH:26])[C@@H:17]([C:15]([N:12]1[CH2:11][CH2:10][N:9]([C:6]2[CH:7]=[CH:8][C:3]([O:2][CH3:1])=[CH:4][CH:5]=2)[CH2:14][CH2:13]1)=[O:16])[CH2:18][CH:19]([CH3:20])[CH3:21], predict the reactants needed to synthesize it. The reactants are: [CH3:1][O:2][C:3]1[CH:8]=[CH:7][C:6]([N:9]2[CH2:14][CH2:13][N:12]([C:15]([C@H:17]([C@H:22]3[O:26]C(C)(C)[O:24][C:23]3=O)[CH2:18][CH:19]([CH3:21])[CH3:20])=[O:16])[CH2:11][CH2:10]2)=[CH:5][CH:4]=1.[NH2:30][OH:31]. (2) Given the product [NH:27]1[CH2:26][CH2:25][CH:24]([CH:19]2[C:20]3[CH:21]=[CH:22][CH:23]=[C:10]([OH:9])[C:11]=3[S:12][C:13]3[C:18]2=[CH:17][CH:16]=[C:15]([C:30]2[CH:31]=[N:32][CH:33]=[CH:34][CH:35]=2)[CH:14]=3)[CH2:29][CH2:28]1.[C:1]([OH:7])([C:3]([F:6])([F:5])[F:4])=[O:2], predict the reactants needed to synthesize it. The reactants are: [C:1]([OH:7])([C:3]([F:6])([F:5])[F:4])=[O:2].C[O:9][C:10]1[CH:23]=[CH:22][CH:21]=[C:20]2[C:11]=1[S:12][C:13]1[CH:14]=[C:15]([C:30]3[CH:31]=[N:32][CH:33]=[CH:34][CH:35]=3)[CH:16]=[CH:17][C:18]=1[CH:19]2[CH:24]1[CH2:29][CH2:28][NH:27][CH2:26][CH2:25]1.C(N(CC)C(C1C=CC2C(C3CCNCC3)C3C(OC=2C=1)=C(OC)C=CC=3)=O)C.CC#N. (3) Given the product [CH3:1][CH2:2][O:3][C:4]1[CH:9]=[C:8]2[N:10]=[CH:11][C:12]([C:15]#[N:16])=[C:13]([Cl:21])[C:7]2=[CH:6][C:5]=1[NH:17][C:18]([CH3:20])=[O:19], predict the reactants needed to synthesize it. The reactants are: [CH3:1][CH2:2][O:3][C:4]1[CH:9]=[C:8]2[NH:10][CH:11]=[C:12]([C:15]#[N:16])[C:13](=O)[C:7]2=[CH:6][C:5]=1[NH:17][C:18]([CH3:20])=[O:19].[Cl:21]Cl. (4) Given the product [Cl:14][C:15]1[CH:20]=[CH:19][C:18]([NH:21][C:22](=[O:29])[CH2:23][O:24][CH2:25][C:26]([NH:6][C:5]2[CH:7]=[CH:8][C:2]([F:1])=[C:3]([C:9]3[CH:13]=[CH:12][O:11][CH:10]=3)[CH:4]=2)=[O:27])=[C:17]([CH:16]=1)[C:30]([OH:32])=[O:31], predict the reactants needed to synthesize it. The reactants are: [F:1][C:2]1[CH:8]=[CH:7][C:5]([NH2:6])=[CH:4][C:3]=1[C:9]1[CH:13]=[CH:12][O:11][CH:10]=1.[Cl:14][C:15]1[CH:20]=[CH:19][C:18]([NH:21][C:22](=[O:29])[CH2:23][O:24][CH2:25][C:26](O)=[O:27])=[C:17]([C:30]([O:32]C)=[O:31])[CH:16]=1.